Dataset: Full USPTO retrosynthesis dataset with 1.9M reactions from patents (1976-2016). Task: Predict the reactants needed to synthesize the given product. (1) The reactants are: COCCN(S(F)(F)F)CCOC.O[CH2:15][CH2:16][CH:17]([NH:24][C:25]([C:27]1[N:28]([CH3:44])[C:29]([C:38]2[CH:43]=[CH:42][CH:41]=[CH:40][CH:39]=2)=[N:30][C:31]=1[C:32]1[CH:37]=[CH:36][CH:35]=[CH:34][CH:33]=1)=[O:26])[C:18]1[CH:23]=[CH:22][CH:21]=[CH:20][CH:19]=1.C([O-])(O)=O.[Na+]. Given the product [C:18]1([CH:17]([NH:24][C:25]([C:27]2[N:28]([CH3:44])[C:29]([C:38]3[CH:43]=[CH:42][CH:41]=[CH:40][CH:39]=3)=[N:30][C:31]=2[C:32]2[CH:33]=[CH:34][CH:35]=[CH:36][CH:37]=2)=[O:26])[CH:16]=[CH2:15])[CH:19]=[CH:20][CH:21]=[CH:22][CH:23]=1, predict the reactants needed to synthesize it. (2) Given the product [C:1]([C:5]1[CH:10]=[CH:9][C:8]([NH:11][C:12](=[O:29])[C:13]2[CH:18]=[CH:17][C:16]([O:19][CH2:37][C:38]([O:40][CH3:41])=[O:39])=[C:15]([N:20]([C:22]3[C:27]([Cl:28])=[CH:26][CH:25]=[CH:24][N:23]=3)[CH3:21])[CH:14]=2)=[CH:7][CH:6]=1)([CH3:4])([CH3:2])[CH3:3], predict the reactants needed to synthesize it. The reactants are: [C:1]([C:5]1[CH:10]=[CH:9][C:8]([NH:11][C:12](=[O:29])[C:13]2[CH:18]=[CH:17][C:16]([OH:19])=[C:15]([N:20]([C:22]3[C:27]([Cl:28])=[CH:26][CH:25]=[CH:24][N:23]=3)[CH3:21])[CH:14]=2)=[CH:7][CH:6]=1)([CH3:4])([CH3:3])[CH3:2].C(=O)([O-])[O-].[K+].[K+].Br[CH2:37][C:38]([O:40][CH3:41])=[O:39]. (3) Given the product [C:14]([C:8]1([C:5]2[CH:4]=[CH:3][C:2]([NH:1][C:21](=[O:22])[C:20]3[CH:24]=[CH:25][C:26]([O:27][CH3:28])=[C:18]([O:17][CH3:16])[CH:19]=3)=[CH:7][CH:6]=2)[CH2:13][CH2:12][CH2:11][CH2:10][CH2:9]1)#[N:15], predict the reactants needed to synthesize it. The reactants are: [NH2:1][C:2]1[CH:7]=[CH:6][C:5]([C:8]2([C:14]#[N:15])[CH2:13][CH2:12][CH2:11][CH2:10][CH2:9]2)=[CH:4][CH:3]=1.[CH3:16][O:17][C:18]1[CH:19]=[C:20]([CH:24]=[CH:25][C:26]=1[O:27][CH3:28])[C:21](Cl)=[O:22].C(N(CC)CC)C. (4) The reactants are: [F:1][C:2]1[CH:3]=[CH:4][C:5]2[O:9][C:8]([C:10](OC)=[O:11])=[C:7]([CH2:14][O:15][CH2:16][CH2:17][O:18][CH3:19])[C:6]=2[CH:20]=1.[Cl-].[Ca+2].[Cl-].[BH4-].[Na+].C(=O)([O-])O.[Na+]. Given the product [F:1][C:2]1[CH:3]=[CH:4][C:5]2[O:9][C:8]([CH2:10][OH:11])=[C:7]([CH2:14][O:15][CH2:16][CH2:17][O:18][CH3:19])[C:6]=2[CH:20]=1, predict the reactants needed to synthesize it. (5) Given the product [P:43]([OH:46])([OH:45])([OH:44])=[O:42].[Cl:24][C:19]1[CH:20]=[CH:21][CH:22]=[CH:23][C:18]=1[C:16]([C:15]1[C:10]([CH:26]=[C:25]([OH:27])[C:28]2[CH:33]=[CH:32][N:31]=[CH:30][CH:29]=2)=[N:11][CH:12]=[CH:13][CH:14]=1)=[O:17], predict the reactants needed to synthesize it. The reactants are: C1(S([C:10]2[C:15]([C:16]([C:18]3[CH:23]=[CH:22][CH:21]=[CH:20][C:19]=3[Cl:24])=[O:17])=[CH:14][CH:13]=[CH:12][N:11]=2)(=O)=O)C=CC=CC=1.[C:25]([C:28]1[CH:33]=[CH:32][N:31]=[CH:30][CH:29]=1)(=[O:27])[CH3:26].N#N.[Li+].[OH-].C(O)(=O)C.[OH:42][P:43]([OH:46])([OH:45])=[O:44].